From a dataset of Catalyst prediction with 721,799 reactions and 888 catalyst types from USPTO. Predict which catalyst facilitates the given reaction. (1) Reactant: [Si:1]([O:8][CH2:9][CH2:10][N:11]([CH2:26][C:27](=[O:51])[N:28]([CH2:41][CH2:42][O:43][Si:44]([C:47]([CH3:50])([CH3:49])[CH3:48])([CH3:46])[CH3:45])[CH2:29][CH2:30][C:31]([O:33]CC1C=CC=CC=1)=[O:32])[C:12](=[O:25])[CH2:13][NH:14]C(=O)OCC1C=CC=CC=1)([C:4]([CH3:7])([CH3:6])[CH3:5])([CH3:3])[CH3:2]. Product: [NH2:14][CH2:13][C:12]([N:11]([CH2:26][C:27](=[O:51])[N:28]([CH2:41][CH2:42][O:43][Si:44]([C:47]([CH3:50])([CH3:49])[CH3:48])([CH3:45])[CH3:46])[CH2:29][CH2:30][C:31]([OH:33])=[O:32])[CH2:10][CH2:9][O:8][Si:1]([CH3:3])([CH3:2])[C:4]([CH3:5])([CH3:6])[CH3:7])=[O:25]. The catalyst class is: 99. (2) Reactant: [CH:1]1[C:10]2[C:5](=[CH:6][CH:7]=[CH:8][CH:9]=2)[CH:4]=[CH:3][C:2]=1[C@H:11]([NH2:13])[CH3:12].ClC1N=C(Cl)C(F)=CN=1.C(=O)([O-])[O-].[Cs+].[Cs+].O. Product: [CH:1]1[C:10]2[C:5](=[CH:6][CH:7]=[CH:8][CH:9]=2)[CH:4]=[CH:3][C:2]=1[CH:11]([NH2:13])[CH3:12]. The catalyst class is: 258.